This data is from Full USPTO retrosynthesis dataset with 1.9M reactions from patents (1976-2016). The task is: Predict the reactants needed to synthesize the given product. (1) Given the product [NH2:22][C:2]1[C:3]2[CH:10]=[CH:9][N:8]([C@H:11]3[C@:15]([C:17]#[CH:18])([OH:16])[C@H:14]([OH:19])[C@@H:13]([CH2:20][OH:21])[O:12]3)[C:4]=2[N:5]=[CH:6][N:7]=1, predict the reactants needed to synthesize it. The reactants are: Cl[C:2]1[C:3]2[CH:10]=[CH:9][N:8]([C@H:11]3[C@:15]([C:17]#[CH:18])([OH:16])[C@H:14]([OH:19])[C@@H:13]([CH2:20][OH:21])[O:12]3)[C:4]=2[N:5]=[CH:6][N:7]=1.[NH3:22].O. (2) Given the product [Cl:23][C:24]1[CH:25]=[C:26]([NH:36][C:37]2[N:42]=[C:41]([CH2:43][C:15]([C:14]3[CH:13]=[C:12]([NH:11][C:9](=[O:10])[C:3]4[C:4]([F:8])=[CH:5][CH:6]=[CH:7][C:2]=4[F:1])[CH:22]=[CH:21][CH:20]=3)=[O:17])[CH:40]=[CH:39][N:38]=2)[CH:27]=[CH:28][C:29]=1[O:30][CH2:31][CH2:32][N:33]([CH3:35])[CH3:34], predict the reactants needed to synthesize it. The reactants are: [F:1][C:2]1[CH:7]=[CH:6][CH:5]=[C:4]([F:8])[C:3]=1[C:9]([NH:11][C:12]1[CH:13]=[C:14]([CH:20]=[CH:21][CH:22]=1)[C:15]([O:17]CC)=O)=[O:10].[Cl:23][C:24]1[CH:25]=[C:26]([NH:36][C:37]2[N:42]=[C:41]([CH3:43])[CH:40]=[CH:39][N:38]=2)[CH:27]=[CH:28][C:29]=1[O:30][CH2:31][CH2:32][N:33]([CH3:35])[CH3:34].[Li+].C[Si]([N-][Si](C)(C)C)(C)C.C1COCC1.